This data is from Forward reaction prediction with 1.9M reactions from USPTO patents (1976-2016). The task is: Predict the product of the given reaction. Given the reactants [Li+].[OH-].[Br:3][C:4]1[CH:5]=[CH:6][C:7]([O:21][CH2:22][C:23]2[CH:28]=[CH:27][CH:26]=[C:25]([F:29])[CH:24]=2)=[C:8]([CH:20]=1)[C:9]([O:11]CC1C=CC=C(F)C=1)=[O:10].Cl, predict the reaction product. The product is: [Br:3][C:4]1[CH:5]=[CH:6][C:7]([O:21][CH2:22][C:23]2[CH:28]=[CH:27][CH:26]=[C:25]([F:29])[CH:24]=2)=[C:8]([CH:20]=1)[C:9]([OH:11])=[O:10].